Dataset: Acute oral toxicity (LD50) regression data from Zhu et al.. Task: Regression/Classification. Given a drug SMILES string, predict its toxicity properties. Task type varies by dataset: regression for continuous values (e.g., LD50, hERG inhibition percentage) or binary classification for toxic/non-toxic outcomes (e.g., AMES mutagenicity, cardiotoxicity, hepatotoxicity). Dataset: ld50_zhu. (1) The molecule is CP(=S)(OCCCCCl)Oc1ccc([N+](=O)[O-])c(C(F)(F)F)c1. The rat oral LD50 is 3.69, given as -log10 of the dose in mol/kg body weight (higher means more acutely toxic). (2) The compound is COc1cc2c(cc1OC)-c1c(OC)c(OC)cc3c1C(C2)N(C)CC3. The rat oral LD50 is 2.81, given as -log10 of the dose in mol/kg body weight (higher means more acutely toxic). (3) The drug is CC(C)N=C1SC(=NOC(=O)N(C)SC(Cl)(Cl)Cl)C(C)(C)S1. The rat oral LD50 is 3.27, given as -log10 of the dose in mol/kg body weight (higher means more acutely toxic). (4) The compound is C=CCOC(=O)C=Cc1ccccc1. The rat oral LD50 is 2.09, given as -log10 of the dose in mol/kg body weight (higher means more acutely toxic). (5) The compound is CNC(=O)ON=CC(C)(C)S(C)(=O)=O. The rat oral LD50 is 3.95, given as -log10 of the dose in mol/kg body weight (higher means more acutely toxic).